This data is from Forward reaction prediction with 1.9M reactions from USPTO patents (1976-2016). The task is: Predict the product of the given reaction. Given the reactants [NH2:1][C:2]1[CH:7]=[C:6]([O:8][CH2:9][C:10]2[CH:15]=[CH:14][CH:13]=[CH:12][CH:11]=2)[C:5]([O:16][CH3:17])=[CH:4][C:3]=1[C:18](=[O:20])[CH3:19].C[O-].[Na+].[CH:24](OCC)=O.S(=O)(=O)(O)O, predict the reaction product. The product is: [CH2:9]([O:8][C:6]1[CH:7]=[C:2]2[C:3]([C:18](=[O:20])[CH:19]=[CH:24][NH:1]2)=[CH:4][C:5]=1[O:16][CH3:17])[C:10]1[CH:15]=[CH:14][CH:13]=[CH:12][CH:11]=1.